This data is from Reaction yield outcomes from USPTO patents with 853,638 reactions. The task is: Predict the reaction yield, written as a fraction of the theoretical maximum amount of product (1.0 means a 100% yield; for example, 0.34 means a 34% yield). The reactants are C(=O)([O-])OC[C:4]1[CH:9]=[C:8]([N+:10]([O-:12])=[O:11])[C:7]([CH2:13][CH3:14])=[CH:6][C:5]=1[C:15]([CH3:18])([CH3:17])[CH3:16].[OH-:21].[K+].O. The catalyst is CO. The product is [C:15]([C:5]1[CH:6]=[C:7]([CH2:13][CH3:14])[C:8]([N+:10]([O-:12])=[O:11])=[CH:9][C:4]=1[OH:21])([CH3:18])([CH3:17])[CH3:16]. The yield is 0.910.